This data is from Forward reaction prediction with 1.9M reactions from USPTO patents (1976-2016). The task is: Predict the product of the given reaction. (1) Given the reactants [CH2:1]([C@H:3]1[N:6]([C:7]2[CH:12]=[CH:11][C:10]([C:13]([F:16])([F:15])[F:14])=[CH:9][CH:8]=2)[C:5](=[O:17])[CH2:4]1)[CH3:2].Cl.[CH2:19](O)[CH3:20].[OH2:22], predict the reaction product. The product is: [F:14][C:13]([F:16])([F:15])[C:10]1[CH:11]=[CH:12][C:7]([NH:6][C@H:3]([CH2:1][CH3:2])[CH2:4][C:5]([O:17][CH2:19][CH3:20])=[O:22])=[CH:8][CH:9]=1. (2) Given the reactants [NH2:1][C:2]1[CH:3]=[C:4]([CH:14]=[CH:15][C:16]=1[O:17][CH3:18])[C:5]([NH:7][C:8]1[CH:13]=[CH:12][CH:11]=[CH:10][CH:9]=1)=[O:6].[CH3:19][C:20]1[CH:21]=[C:22]([Bi]([C:22]2[CH:23]=[C:24]([CH3:26])[CH:25]=[C:20]([CH3:19])[CH:21]=2)[C:22]2[CH:23]=[C:24]([CH3:26])[CH:25]=[C:20]([CH3:19])[CH:21]=2)[CH:23]=[C:24]([CH3:26])[CH:25]=1.C(N(CC)CC)C, predict the reaction product. The product is: [CH3:19][C:20]1[CH:21]=[C:22]([NH:1][C:2]2[CH:3]=[C:4]([CH:14]=[CH:15][C:16]=2[O:17][CH3:18])[C:5]([NH:7][C:8]2[CH:13]=[CH:12][CH:11]=[CH:10][CH:9]=2)=[O:6])[CH:23]=[C:24]([CH3:26])[CH:25]=1. (3) Given the reactants [CH3:1][N:2]([CH3:16])[C:3](=[O:15])[C@@H:4]([CH2:12][O:13][CH3:14])[NH:5][C:6]1[CH2:10][S:9][C:8](=[O:11])[N:7]=1.[F:17][C:18]([F:39])([F:38])[C:19]1[CH:33]=[C:32]([C:34]([F:37])([F:36])[F:35])[CH:31]=[CH:30][C:20]=1[CH2:21][N:22]1[CH2:27][CH2:26][CH:25]([CH:28]=O)[CH2:24][CH2:23]1.C([O-])(=O)C.[NH2+]1CCCCC1, predict the reaction product. The product is: [F:39][C:18]([F:17])([F:38])[C:19]1[CH:33]=[C:32]([C:34]([F:37])([F:36])[F:35])[CH:31]=[CH:30][C:20]=1[CH2:21][N:22]1[CH2:27][CH2:26][CH:25](/[CH:28]=[C:10]2/[C:6]([NH:5][C@@H:4]([C:3]([N:2]([CH3:1])[CH3:16])=[O:15])[CH2:12][O:13][CH3:14])=[N:7][C:8](=[O:11])[S:9]/2)[CH2:24][CH2:23]1. (4) Given the reactants [Cl:1][C:2]1[CH:7]=[CH:6][C:5]([N:8]2[C:13](=[O:14])[CH:12]=[C:11]([C:15]([F:18])([F:17])[F:16])[N:10]([CH3:19])[C:9]2=[O:20])=[CH:4][C:3]=1[CH:21]=O.[C:23]([CH2:25]P(=O)(OCC)OCC)#[N:24].C(=O)([O-])[O-].[K+].[K+].O, predict the reaction product. The product is: [Cl:1][C:2]1[CH:7]=[CH:6][C:5]([N:8]2[C:13](=[O:14])[CH:12]=[C:11]([C:15]([F:18])([F:16])[F:17])[N:10]([CH3:19])[C:9]2=[O:20])=[CH:4][C:3]=1[CH:21]=[CH:25][C:23]#[N:24]. (5) Given the reactants [OH-].[Na+].[ClH:3].[CH3:4][N:5]1[C:9]2[CH:10]=[C:11]([O:14][C:15]3[CH:20]=[CH:19][CH:18]=[CH:17][CH:16]=3)[CH:12]=[CH:13][C:8]=2[N:7]=[C:6]1[CH2:21][O:22][C:23]1[CH:24]=[C:25]([CH:30]=[CH:31][CH:32]=1)[C:26]([O:28]C)=[O:27].Cl, predict the reaction product. The product is: [ClH:3].[CH3:4][N:5]1[C:9]2[CH:10]=[C:11]([O:14][C:15]3[CH:16]=[CH:17][CH:18]=[CH:19][CH:20]=3)[CH:12]=[CH:13][C:8]=2[N:7]=[C:6]1[CH2:21][O:22][C:23]1[CH:24]=[C:25]([CH:30]=[CH:31][CH:32]=1)[C:26]([OH:28])=[O:27]. (6) Given the reactants Br[C:2]1[C:3]([F:21])=[C:4]([F:20])[C:5]([NH:12][C:13]2[CH:18]=[CH:17][CH:16]=[CH:15][C:14]=2[F:19])=[C:6]([CH:11]=1)[C:7]([O:9][CH3:10])=[O:8].C(N(CC)C(C)C)(C)C.CC1(C)C2C(=C(P(C3C=CC=CC=3)C3C=CC=CC=3)C=CC=2)OC2C(P(C3C=CC=CC=3)C3C=CC=CC=3)=CC=CC1=2.[CH2:73]([SH:80])[C:74]1[CH:79]=[CH:78][CH:77]=[CH:76][CH:75]=1, predict the reaction product. The product is: [CH2:73]([S:80][C:2]1[C:3]([F:21])=[C:4]([F:20])[C:5]([NH:12][C:13]2[CH:18]=[CH:17][CH:16]=[CH:15][C:14]=2[F:19])=[C:6]([CH:11]=1)[C:7]([O:9][CH3:10])=[O:8])[C:74]1[CH:79]=[CH:78][CH:77]=[CH:76][CH:75]=1.